Dataset: Full USPTO retrosynthesis dataset with 1.9M reactions from patents (1976-2016). Task: Predict the reactants needed to synthesize the given product. (1) Given the product [CH:1]1([C:5]2[C:6]([CH2:14][NH:15][C:29]([NH:28][C:25]3[N:24]([C:38]4[CH:39]=[CH:40][CH:41]=[CH:42][CH:43]=4)[N:23]=[C:22]([C:20]4[CH:19]=[N:18][N:17]([CH3:16])[CH:21]=4)[C:26]=3[CH3:27])=[O:30])=[CH:7][C:8]([CH2:11][O:12][CH3:13])=[N:9][CH:10]=2)[CH2:2][CH2:3][CH2:4]1, predict the reactants needed to synthesize it. The reactants are: [CH:1]1([C:5]2[C:6]([CH2:14][NH2:15])=[CH:7][C:8]([CH2:11][O:12][CH3:13])=[N:9][CH:10]=2)[CH2:4][CH2:3][CH2:2]1.[CH3:16][N:17]1[CH:21]=[C:20]([C:22]2[C:26]([CH3:27])=[C:25]([NH:28][C:29](=O)[O:30]C3C=CC=CC=3)[N:24]([C:38]3[CH:43]=[CH:42][CH:41]=[CH:40][CH:39]=3)[N:23]=2)[CH:19]=[N:18]1. (2) Given the product [C:1]1([C:7]2[CH:8]=[C:9]([C:16]3[O:20][N:19]=[C:18]([C:21]4[CH:22]=[C:23]5[C:27](=[CH:28][CH:29]=4)[N:26]([CH2:31][CH2:32][C:33]([O:35][CH2:36][CH3:37])=[O:34])[CH:25]=[CH:24]5)[N:17]=3)[S:10][C:11]=2[C:12]([F:15])([F:14])[F:13])[CH:2]=[CH:3][CH:4]=[CH:5][CH:6]=1, predict the reactants needed to synthesize it. The reactants are: [C:1]1([C:7]2[CH:8]=[C:9]([C:16]3[O:20][N:19]=[C:18]([C:21]4[CH:22]=[C:23]5[C:27](=[CH:28][CH:29]=4)[NH:26][CH:25]=[CH:24]5)[N:17]=3)[S:10][C:11]=2[C:12]([F:15])([F:14])[F:13])[CH:6]=[CH:5][CH:4]=[CH:3][CH:2]=1.Br[CH2:31][CH2:32][C:33]([O:35][CH2:36][CH3:37])=[O:34].C(=O)([O-])[O-].[Cs+].[Cs+]. (3) Given the product [N+:1]([C:4]1[CH:5]=[CH:6][C:7]([C:10]2[N:11]=[CH:12][N:13]([CH2:17][CH2:16][C:15]([O:19][C:20]([CH3:23])([CH3:22])[CH3:21])=[O:18])[CH:14]=2)=[CH:8][CH:9]=1)([O-:3])=[O:2], predict the reactants needed to synthesize it. The reactants are: [N+:1]([C:4]1[CH:9]=[CH:8][C:7]([C:10]2[N:11]=[CH:12][NH:13][CH:14]=2)=[CH:6][CH:5]=1)([O-:3])=[O:2].[C:15]([O:19][C:20]([CH3:23])([CH3:22])[CH3:21])(=[O:18])[CH:16]=[CH2:17].C1CCN2C(=NCCC2)CC1.